This data is from Peptide-MHC class I binding affinity with 185,985 pairs from IEDB/IMGT. The task is: Regression. Given a peptide amino acid sequence and an MHC pseudo amino acid sequence, predict their binding affinity value. This is MHC class I binding data. (1) The peptide sequence is SQGPFDAVL. The MHC is HLA-A02:03 with pseudo-sequence HLA-A02:03. The binding affinity (normalized) is 0.121. (2) The peptide sequence is FPDIPVNNNI. The MHC is HLA-B51:01 with pseudo-sequence HLA-B51:01. The binding affinity (normalized) is 0.612.